From a dataset of Peptide-MHC class II binding affinity with 134,281 pairs from IEDB. Regression. Given a peptide amino acid sequence and an MHC pseudo amino acid sequence, predict their binding affinity value. This is MHC class II binding data. (1) The peptide sequence is NPDILRVYANLGERV. The MHC is DRB1_0101 with pseudo-sequence DRB1_0101. The binding affinity (normalized) is 0.942. (2) The peptide sequence is TQTMKGVERLAVMGD. The MHC is DRB1_1302 with pseudo-sequence DRB1_1302. The binding affinity (normalized) is 0.0878. (3) The peptide sequence is AAGDFWGGAGSAACQ. The MHC is HLA-DQA10501-DQB10301 with pseudo-sequence HLA-DQA10501-DQB10301. The binding affinity (normalized) is 0.547. (4) The peptide sequence is ATQARAAAAAFEQAH. The MHC is DRB1_0405 with pseudo-sequence DRB1_0405. The binding affinity (normalized) is 0.291. (5) The peptide sequence is VWKRELNLLDKRQFE. The MHC is DRB3_0101 with pseudo-sequence DRB3_0101. The binding affinity (normalized) is 0.451. (6) The peptide sequence is ENKYFAATQFEPLAA. The MHC is HLA-DPA10201-DPB10501 with pseudo-sequence HLA-DPA10201-DPB10501. The binding affinity (normalized) is 0.677.